Dataset: Full USPTO retrosynthesis dataset with 1.9M reactions from patents (1976-2016). Task: Predict the reactants needed to synthesize the given product. (1) Given the product [C:1]([O:5][C:6]([N:8]1[CH:12]([CH3:13])[C:11](=[O:14])[CH2:10][CH:9]1[C:25]([OH:27])=[O:26])=[O:7])([CH3:2])([CH3:3])[CH3:4], predict the reactants needed to synthesize it. The reactants are: [C:1]([O:5][C:6]([N:8]1[CH:12]([CH3:13])[C:11](=[O:14])[CH:10](C(OCC2C=CC=CC=2)=O)[CH:9]1[C:25]([O:27]CC1C=CC=CC=1)=[O:26])=[O:7])([CH3:4])([CH3:3])[CH3:2]. (2) Given the product [CH3:11][O:10][C:4]1[CH:5]=[C:6]([O:8][CH3:9])[N:7]=[C:2]([CH3:12])[N:3]=1, predict the reactants needed to synthesize it. The reactants are: Cl[C:2]1[N:7]=[C:6]([O:8][CH3:9])[CH:5]=[C:4]([O:10][CH3:11])[N:3]=1.[CH3:12][Al](C)C. (3) Given the product [F:36][C:33]([F:34])([F:35])[C:31]1[CH:32]=[C:27]([C@H:25]([O:24][C@H:14]2[O:13][CH2:12][C@H:11]([CH2:41][OH:42])[C@@H:10]([CH2:9][OH:8])[C@@H:15]2[C:16]2[CH:21]=[CH:20][C:19]([F:22])=[CH:18][C:17]=2[CH3:23])[CH3:26])[CH:28]=[C:29]([C:37]([F:38])([F:39])[F:40])[CH:30]=1, predict the reactants needed to synthesize it. The reactants are: C([O:8][CH2:9][C@H:10]1[C@H:15]([C:16]2[CH:21]=[CH:20][C:19]([F:22])=[CH:18][C:17]=2[CH3:23])[C@@H:14]([O:24][C@@H:25]([C:27]2[CH:32]=[C:31]([C:33]([F:36])([F:35])[F:34])[CH:30]=[C:29]([C:37]([F:40])([F:39])[F:38])[CH:28]=2)[CH3:26])[O:13][CH2:12][C@@H:11]1[CH2:41][OH:42])C1C=CC=CC=1.[H][H]. (4) Given the product [CH2:32]([C:29]1[CH:30]=[CH:31][C:26]([C:8]2[C:9]3[C:14]([NH:15][CH2:16][CH2:17][CH2:18][CH2:19][CH2:20][C:21]([O:23][CH3:24])=[O:22])=[N:13][CH:12]=[N:11][C:10]=3[O:25][C:7]=2[C:1]2[CH:2]=[CH:3][CH:4]=[CH:5][CH:6]=2)=[N:27][CH:28]=1)[CH3:33], predict the reactants needed to synthesize it. The reactants are: [C:1]1([C:7]2[O:25][C:10]3[N:11]=[CH:12][N:13]=[C:14]([NH:15][CH2:16][CH2:17][CH2:18][CH2:19][CH2:20][C:21]([O:23][CH3:24])=[O:22])[C:9]=3[C:8]=2[C:26]2[CH:31]=[CH:30][C:29]([CH:32]=[CH2:33])=[CH:28][N:27]=2)[CH:6]=[CH:5][CH:4]=[CH:3][CH:2]=1. (5) Given the product [O:1]1[CH:5]=[CH:4][CH:3]=[C:2]1[C:6]([N:35]1[CH2:36][CH2:37][CH:38]2[CH:34]1[CH2:41][N:40]([C:42]([O:44][C:45]([CH3:48])([CH3:47])[CH3:46])=[O:43])[CH2:39]2)=[O:8], predict the reactants needed to synthesize it. The reactants are: [O:1]1[CH:5]=[CH:4][CH:3]=[C:2]1[C:6]([OH:8])=O.C1CCC(N=C=NC2CCCCC2)CC1.C1C=CC2N(O)N=NC=2C=1.[CH:34]12[CH2:41][N:40]([C:42]([O:44][C:45]([CH3:48])([CH3:47])[CH3:46])=[O:43])[CH2:39][CH:38]1[CH2:37][CH2:36][NH:35]2.